From a dataset of Forward reaction prediction with 1.9M reactions from USPTO patents (1976-2016). Predict the product of the given reaction. (1) Given the reactants [OH:1][C:2]1[CH:3]=[C:4]([C:8]2[C:17]3[CH2:16][CH2:15][C@H:14]4[C@H:18]([CH3:23])[C:19](=[O:22])[CH2:20][CH2:21][C@:13]4([C:24]4[CH:29]=[CH:28][CH:27]=[CH:26][CH:25]=4)[C:12]=3[N:11]=[C:10]([CH3:30])[N:9]=2)[CH:5]=[CH:6][CH:7]=1.C(N(CC)CC)C.[F:38][C:39]([F:58])([F:57])[S:40](N([S:40]([C:39]([F:58])([F:57])[F:38])(=[O:42])=[O:41])C1C=CC=CC=1)(=[O:42])=[O:41], predict the reaction product. The product is: [F:38][C:39]([F:58])([F:57])[S:40]([O:1][C:2]1[CH:7]=[CH:6][CH:5]=[C:4]([C:8]2[C:17]3[CH2:16][CH2:15][C@H:14]4[C@H:18]([CH3:23])[C:19](=[O:22])[CH2:20][CH2:21][C@:13]4([C:24]4[CH:25]=[CH:26][CH:27]=[CH:28][CH:29]=4)[C:12]=3[N:11]=[C:10]([CH3:30])[N:9]=2)[CH:3]=1)(=[O:42])=[O:41]. (2) Given the reactants F[C:2]1[CH:3]=[C:4]([CH:24]=[C:25]([C:27]([F:30])([F:29])[F:28])[CH:26]=1)[C:5]([N:7]([C:9]1[CH:10]=[N:11][CH:12]=[CH:13][C:14]=1[C:15]1[CH:20]=[CH:19][C:18]([F:21])=[CH:17][C:16]=1[O:22][CH3:23])[CH3:8])=[O:6].[N:31]1([S:35](C2C=C(C=C(C(F)(F)F)C=2)C(O)=O)(=[O:37])=[O:36])[CH2:34][CH2:33][CH2:32]1, predict the reaction product. The product is: [N:31]1([S:35]([C:2]2[CH:3]=[C:4]([CH:24]=[C:25]([C:27]([F:30])([F:29])[F:28])[CH:26]=2)[C:5]([N:7]([C:9]2[CH:10]=[N:11][CH:12]=[CH:13][C:14]=2[C:15]2[CH:20]=[CH:19][C:18]([F:21])=[CH:17][C:16]=2[O:22][CH3:23])[CH3:8])=[O:6])(=[O:37])=[O:36])[CH2:34][CH2:33][CH2:32]1. (3) Given the reactants [Cl:1][C:2]1[CH:7]=[CH:6][C:5]([OH:8])=[CH:4][C:3]=1[N+:9]([O-:11])=[O:10].[CH2:12](Br)[C:13]1[CH:18]=[CH:17][CH:16]=[CH:15][CH:14]=1.C([O-])([O-])=O.[K+].[K+], predict the reaction product. The product is: [CH2:12]([O:8][C:5]1[CH:6]=[CH:7][C:2]([Cl:1])=[C:3]([N+:9]([O-:11])=[O:10])[CH:4]=1)[C:13]1[CH:18]=[CH:17][CH:16]=[CH:15][CH:14]=1. (4) Given the reactants C([O:4][CH2:5][C@H:6]([N:8]1[CH:17]=[CH:16][C:15]2[C:10](=[CH:11][CH:12]=[C:13]([Cl:30])[C:14]=2[C:18](=[O:29])[NH:19][CH2:20][CH:21]2[CH2:26][CH2:25][C:24]([F:28])([F:27])[CH2:23][CH2:22]2)[C:9]1=[O:31])[CH3:7])(=O)C.C(=O)([O-])[O-].[K+].[K+].CO, predict the reaction product. The product is: [Cl:30][C:13]1[CH:12]=[CH:11][C:10]2[C:9](=[O:31])[N:8]([C@H:6]([CH3:7])[CH2:5][OH:4])[CH:17]=[CH:16][C:15]=2[C:14]=1[C:18]([NH:19][CH2:20][CH:21]1[CH2:26][CH2:25][C:24]([F:28])([F:27])[CH2:23][CH2:22]1)=[O:29]. (5) Given the reactants [Cl:1][C:2]1[CH:7]=[CH:6][C:5]([N:8]2[CH:12]([C:13]3[CH:18]=[CH:17][CH:16]=[CH:15][CH:14]=3)[CH2:11][C:10]([C:19]([O:21]CC)=[O:20])=[N:9]2)=[CH:4][CH:3]=1.O.[OH-].[Na+], predict the reaction product. The product is: [Cl:1][C:2]1[CH:3]=[CH:4][C:5]([N:8]2[CH:12]([C:13]3[CH:18]=[CH:17][CH:16]=[CH:15][CH:14]=3)[CH2:11][C:10]([C:19]([OH:21])=[O:20])=[N:9]2)=[CH:6][CH:7]=1. (6) Given the reactants [C:1]([OH:12])(=[O:11])[C:2]1[CH:10]=[C:8]([OH:9])[C:6]([OH:7])=[C:4]([OH:5])[CH:3]=1.[CH2:13](Cl)[C:14]1[CH:19]=[CH:18][CH:17]=[CH:16][CH:15]=1.C([O-])([O-])=O.[K+].[K+], predict the reaction product. The product is: [CH2:13]([O:5][C:4]1[CH:3]=[C:2]([CH:10]=[C:8]([O:9][CH2:1][C:2]2[CH:10]=[CH:8][CH:6]=[CH:4][CH:3]=2)[C:6]=1[O:7][CH2:13][C:14]1[CH:19]=[CH:18][CH:17]=[CH:16][CH:15]=1)[C:1]([OH:12])=[O:11])[C:14]1[CH:19]=[CH:18][CH:17]=[CH:16][CH:15]=1.